This data is from Catalyst prediction with 721,799 reactions and 888 catalyst types from USPTO. The task is: Predict which catalyst facilitates the given reaction. Reactant: [NH2:1][CH2:2][C:3]1[CH:7]=[CH:6][S:5][C:4]=1[C:8]([O:10]C)=O.C([O-])([O-])=O.[K+].[K+].CO. Product: [S:5]1[C:4]2[C:8](=[O:10])[NH:1][CH2:2][C:3]=2[CH:7]=[CH:6]1. The catalyst class is: 14.